This data is from TCR-epitope binding with 47,182 pairs between 192 epitopes and 23,139 TCRs. The task is: Binary Classification. Given a T-cell receptor sequence (or CDR3 region) and an epitope sequence, predict whether binding occurs between them. (1) The epitope is TPRVTGGGAM. The TCR CDR3 sequence is CASSTPSFKNEQFF. Result: 0 (the TCR does not bind to the epitope). (2) The epitope is LPAADLDDF. The TCR CDR3 sequence is CAITPGGSTEAFF. Result: 0 (the TCR does not bind to the epitope). (3) The epitope is NYSGVVTTVMF. The TCR CDR3 sequence is CASSSAANTEAFF. Result: 0 (the TCR does not bind to the epitope).